Task: Predict which catalyst facilitates the given reaction.. Dataset: Catalyst prediction with 721,799 reactions and 888 catalyst types from USPTO (1) Reactant: [C:1]1([S:7]([N:10]2[C:18]3[CH:17]=[C:16](B4OC(C)(C)CC(C)(C)O4)[CH:15]=[C:14]([NH2:29])[C:13]=3[CH:12]=[N:11]2)(=[O:9])=[O:8])[CH:6]=[CH:5][CH:4]=[CH:3][CH:2]=1.Br[C:31]1[CH:32]=[C:33]2[CH:39]=[N:38][N:37]([S:40]([C:43]3[CH:48]=[CH:47][CH:46]=[CH:45][CH:44]=3)(=[O:42])=[O:41])[C:34]2=[N:35][CH:36]=1.P([O-])([O-])([O-])=O.[K+].[K+].[K+]. Product: [C:1]1([S:7]([N:10]2[C:18]3[CH:17]=[C:16]([C:31]4[CH:32]=[C:33]5[CH:39]=[N:38][N:37]([S:40]([C:43]6[CH:44]=[CH:45][CH:46]=[CH:47][CH:48]=6)(=[O:41])=[O:42])[C:34]5=[N:35][CH:36]=4)[CH:15]=[C:14]([NH2:29])[C:13]=3[CH:12]=[N:11]2)(=[O:9])=[O:8])[CH:6]=[CH:5][CH:4]=[CH:3][CH:2]=1. The catalyst class is: 117. (2) Reactant: Cl.[Cl:2][C:3]1[CH:11]=[C:10]2[C:6]([CH2:7][CH2:8][C@H:9]2[NH2:12])=[C:5]([F:13])[CH:4]=1.[CH:14](=O)[C:15]1[CH:20]=[CH:19][CH:18]=[CH:17][CH:16]=1.[CH2:22]([O:29][C:30]([N:32]1[CH2:37][CH2:36][N:35]2[C:38]([C:41]([OH:43])=O)=[CH:39][N:40]=[C:34]2[CH2:33]1)=[O:31])[C:23]1[CH:28]=[CH:27][CH:26]=[CH:25][CH:24]=1.C1(C2CCC([N+:56]#[C-:57])=CC2)C=CC=CC=1.C[OH:59]. Product: [CH2:22]([O:29][C:30]([N:32]1[CH2:37][CH2:36][N:35]2[C:38]([C:41](=[O:43])[N:12]([C@@H:14]([C:57](=[O:59])[NH2:56])[C:15]3[CH:20]=[CH:19][CH:18]=[CH:17][CH:16]=3)[C@H:9]3[C:10]4[C:6](=[C:5]([F:13])[CH:4]=[C:3]([Cl:2])[CH:11]=4)[CH2:7][CH2:8]3)=[CH:39][N:40]=[C:34]2[CH2:33]1)=[O:31])[C:23]1[CH:28]=[CH:27][CH:26]=[CH:25][CH:24]=1. The catalyst class is: 66. (3) Reactant: [C:1]1([NH:7][NH2:8])[CH:6]=[CH:5][CH:4]=[CH:3][CH:2]=1.[CH2:9]([CH2:11][CH2:12][C:13](CC([O-])=O)=[O:14])[CH3:10]. Product: [CH2:9]([C:11]1[CH2:12][C:13](=[O:14])[N:7]([C:1]2[CH:6]=[CH:5][CH:4]=[CH:3][CH:2]=2)[N:8]=1)[CH3:10]. The catalyst class is: 15. (4) The catalyst class is: 58. Product: [CH3:1][C:2]1[C:6]([C:7]2[CH:8]=[C:9]([C:28]3[C:37]4[C:32](=[CH:33][CH:34]=[CH:35][CH:36]=4)[N:31]=[N:30][C:29]=3[C:38]([OH:40])=[O:39])[C:10]3[NH:14][C:13](=[O:15])[NH:12][C:11]=3[CH:16]=2)=[C:5]([CH3:26])[O:4][N:3]=1. Reactant: [CH3:1][C:2]1[C:6]([C:7]2[CH:8]=[C:9](B3OC(C)(C)C(C)(C)O3)[C:10]3[NH:14][C:13](=[O:15])[NH:12][C:11]=3[CH:16]=2)=[C:5]([CH3:26])[O:4][N:3]=1.Cl[C:28]1[C:37]2[C:32](=[CH:33][CH:34]=[CH:35][CH:36]=2)[N:31]=[N:30][C:29]=1[C:38]([O:40]C)=[O:39].C(Cl)Cl.N1(C2CCCCCCCCCC2)CCCN=CCCCCC1. (5) Reactant: C1(P([N:15]=[N+:16]=[N-:17])(C2C=CC=CC=2)=O)C=CC=CC=1.N12CCCN=C1CCCCC2.[CH3:29][C:30]1[N:31]=[C:32]([CH2:35]O)[S:33][CH:34]=1. Product: [N:15]([CH2:35][C:32]1[S:33][CH:34]=[C:30]([CH3:29])[N:31]=1)=[N+:16]=[N-:17]. The catalyst class is: 11.